Dataset: Catalyst prediction with 721,799 reactions and 888 catalyst types from USPTO. Task: Predict which catalyst facilitates the given reaction. (1) Reactant: [NH2:1][C@H:2]1[CH2:6][CH2:5][CH2:4][C@@H:3]1[NH:7][C:8](=[O:14])[O:9][C:10]([CH3:13])([CH3:12])[CH3:11].Cl[C:16]1[CH:21]=[N:20][C:19]([C:22]([F:25])([F:24])[F:23])=[CH:18][N:17]=1.CCN(C(C)C)C(C)C. Product: [F:23][C:22]([F:25])([F:24])[C:19]1[N:20]=[CH:21][C:16]([NH:1][C@H:2]2[CH2:6][CH2:5][CH2:4][C@@H:3]2[NH:7][C:8](=[O:14])[O:9][C:10]([CH3:11])([CH3:13])[CH3:12])=[N:17][CH:18]=1. The catalyst class is: 16. (2) Reactant: CO[C:3]([C:5]1[N:6]=[CH:7][C:8]2[C:13]([C:14]=1[OH:15])=[CH:12][CH:11]=[C:10]([O:16][C:17]1[CH:22]=[CH:21][CH:20]=[CH:19][CH:18]=1)[CH:9]=2)=[O:4].[NH2:23][CH2:24][CH2:25][CH2:26][C:27]([OH:29])=[O:28].C[O-].[Na+]. Product: [OH:15][C:14]1[C:13]2[C:8](=[CH:9][C:10]([O:16][C:17]3[CH:18]=[CH:19][CH:20]=[CH:21][CH:22]=3)=[CH:11][CH:12]=2)[CH:7]=[N:6][C:5]=1[C:3]([NH:23][CH2:24][CH2:25][CH2:26][C:27]([OH:29])=[O:28])=[O:4]. The catalyst class is: 6. (3) Product: [Cl:1][C:2]1[CH:3]=[C:4]([C:8]2[C:17]3[C:12](=[CH:13][CH:14]=[C:15]([C:18]([C:26]4[CH:27]=[CH:28][C:29]([Cl:32])=[CH:30][CH:31]=4)([OH:25])[C:19]4[N:23]([CH3:24])[CH:22]=[N:21][CH:20]=4)[CH:16]=3)[N:11]=[C:10]([NH:33][C:34]([NH:41][C:44]3[CH:49]=[CH:48][CH:47]=[CH:46][CH:45]=3)=[O:35])[CH:9]=2)[CH:5]=[CH:6][CH:7]=1. The catalyst class is: 20. Reactant: [Cl:1][C:2]1[CH:3]=[C:4]([C:8]2[C:17]3[C:12](=[CH:13][CH:14]=[C:15]([C:18]([C:26]4[CH:31]=[CH:30][C:29]([Cl:32])=[CH:28][CH:27]=4)([OH:25])[C:19]4[N:23]([CH3:24])[CH:22]=[N:21][CH:20]=4)[CH:16]=3)[N:11]=[C:10]([NH:33][C:34](C3OC=CC=3)=[O:35])[CH:9]=2)[CH:5]=[CH:6][CH:7]=1.[N:41]([C:44]1[CH:49]=[CH:48][CH:47]=[CH:46][CH:45]=1)=C=O. (4) Reactant: Br[C:2]1[CH:7]=[CH:6][N:5]=[C:4]([NH2:8])[CH:3]=1.[B:9]1([B:9]2[O:13][C:12]([CH3:15])([CH3:14])[C:11]([CH3:17])([CH3:16])[O:10]2)[O:13][C:12]([CH3:15])([CH3:14])[C:11]([CH3:17])([CH3:16])[O:10]1.C([O-])(=O)C.[K+]. The catalyst class is: 12. Product: [CH3:16][C:11]1([CH3:17])[C:12]([CH3:15])([CH3:14])[O:13][B:9]([C:2]2[CH:7]=[CH:6][N:5]=[C:4]([NH2:8])[CH:3]=2)[O:10]1. (5) Reactant: C([O:3][C:4](=[O:22])[C:5]([CH3:21])([O:14][C:15]1[CH:20]=[CH:19][CH:18]=[CH:17][CH:16]=1)[CH2:6][C:7]1[CH:12]=[CH:11][C:10]([OH:13])=[CH:9][CH:8]=1)C.[CH3:23][C:24]1[O:28][C:27]([C:29]2[CH:34]=[CH:33][CH:32]=[C:31]([C:35]3[CH:39]=[CH:38][S:37][CH:36]=3)[CH:30]=2)=[N:26][C:25]=1[CH2:40][CH2:41]OS(C1C=CC(C)=CC=1)(=O)=O.C([O-])([O-])=O.[Cs+].[Cs+]. Product: [CH3:21][C:5]([O:14][C:15]1[CH:16]=[CH:17][CH:18]=[CH:19][CH:20]=1)([CH2:6][C:7]1[CH:8]=[CH:9][C:10]([O:13][CH2:41][CH2:40][C:25]2[N:26]=[C:27]([C:29]3[CH:34]=[CH:33][CH:32]=[C:31]([C:35]4[CH:39]=[CH:38][S:37][CH:36]=4)[CH:30]=3)[O:28][C:24]=2[CH3:23])=[CH:11][CH:12]=1)[C:4]([OH:3])=[O:22]. The catalyst class is: 39.